This data is from Forward reaction prediction with 1.9M reactions from USPTO patents (1976-2016). The task is: Predict the product of the given reaction. Given the reactants [Cl:1][C:2]1[N:7]=[N:6][C:5]([C:8]([OH:10])=O)=[CH:4][CH:3]=1.ClC(Cl)(OC(=O)OC(Cl)(Cl)Cl)Cl.CCN(CC)CC.Cl.[CH3:31][NH:32][O:33][CH3:34], predict the reaction product. The product is: [Cl:1][C:2]1[N:7]=[N:6][C:5]([C:8]([N:32]([O:33][CH3:34])[CH3:31])=[O:10])=[CH:4][CH:3]=1.